Dataset: Reaction yield outcomes from USPTO patents with 853,638 reactions. Task: Predict the reaction yield, written as a fraction of the theoretical maximum amount of product (1.0 means a 100% yield; for example, 0.34 means a 34% yield). The reactants are [C:1]1([C@H:7]2[C@@H:12]([C:13]([O:15]CC)=[O:14])[CH2:11][CH2:10][N:9]([C:18]([O:20][C:21]([CH3:24])([CH3:23])[CH3:22])=[O:19])[CH2:8]2)[CH:6]=[CH:5][CH:4]=[CH:3][CH:2]=1.CC([O-])(C)C.[Na+].[OH-].[Na+].C(O)(=O)CC(CC(O)=O)(C(O)=O)O. The catalyst is C(O)C.O. The product is [C:21]([O:20][C:18]([N:9]1[CH2:10][CH2:11][C@@H:12]([C:13]([OH:15])=[O:14])[C@H:7]([C:1]2[CH:6]=[CH:5][CH:4]=[CH:3][CH:2]=2)[CH2:8]1)=[O:19])([CH3:24])([CH3:22])[CH3:23]. The yield is 0.910.